This data is from Forward reaction prediction with 1.9M reactions from USPTO patents (1976-2016). The task is: Predict the product of the given reaction. (1) Given the reactants ClC1N=C([N:8]2[CH2:17][CH2:16][C:15]3[C:14]([N:18]4[CH2:23][CH2:22][O:21][CH2:20][CH2:19]4)=[N:13][C:12]([C:24]4[CH:29]=[CH:28][C:27]([NH:30][C:31]([NH:33][CH2:34][CH3:35])=[O:32])=[CH:26][CH:25]=4)=[N:11][C:10]=3[CH2:9]2)C=C(C)N=1.C(NC(NC1C=CC(C2N=C(N3CCOCC3)C3CCNCC=3N=2)=CC=1)=O)C.Cl[C:66]1[N:71]=[C:70]([Cl:72])[CH:69]=[C:68]([CH3:73])[N:67]=1.CN(C)C=O.C(N(CC)C(C)C)(C)C, predict the reaction product. The product is: [Cl:72][C:70]1[CH:69]=[C:68]([CH3:73])[N:67]=[C:66]([N:8]2[CH2:17][CH2:16][C:15]3[C:14]([N:18]4[CH2:23][CH2:22][O:21][CH2:20][CH2:19]4)=[N:13][C:12]([C:24]4[CH:29]=[CH:28][C:27]([NH:30][C:31]([NH:33][CH2:34][CH3:35])=[O:32])=[CH:26][CH:25]=4)=[N:11][C:10]=3[CH2:9]2)[N:71]=1. (2) Given the reactants [NH2:1][CH:2]1[N:8]=[C:7]([C:9]2[CH:14]=[CH:13][CH:12]=[CH:11][CH:10]=2)[C:6]2[CH:15]=[CH:16][CH:17]=[CH:18][C:5]=2[N:4]([CH2:19][C:20]([F:23])([F:22])[F:21])[C:3]1=[O:24].C1C([N+]([O-])=O)=CC=C([Cl-][C:35]([O-])=[O:36])C=1.C(N(CC)CC)C.OC(C(F)(F)F)=O.OC(C(F)(F)F)=O.[NH:59]1[CH2:64][CH2:63][CH:62]([N:65]2[CH2:70][C:69]3[CH:71]=[N:72][CH:73]=[CH:74][C:68]=3[NH:67][C:66]2=[O:75])[CH2:61][CH2:60]1, predict the reaction product. The product is: [O:75]=[C:66]1[NH:67][C:68]2[CH:74]=[CH:73][N:72]=[CH:71][C:69]=2[CH2:70][N:65]1[CH:62]1[CH2:61][CH2:60][N:59]([C:35]([NH:1][C@@H:2]2[N:8]=[C:7]([C:9]3[CH:10]=[CH:11][CH:12]=[CH:13][CH:14]=3)[C:6]3[CH:15]=[CH:16][CH:17]=[CH:18][C:5]=3[N:4]([CH2:19][C:20]([F:21])([F:23])[F:22])[C:3]2=[O:24])=[O:36])[CH2:64][CH2:63]1. (3) The product is: [CH3:19][NH:20][CH2:11][C:6]1[C:5]2[C:9](=[CH:10][C:2]([CH3:1])=[CH:3][CH:4]=2)[NH:8][CH:7]=1. Given the reactants [CH3:1][C:2]1[CH:10]=[C:9]2[C:5]([C:6]([CH:11]=O)=[CH:7][NH:8]2)=[CH:4][CH:3]=1.C(O)(=O)C.CN.[C:19]([BH3-])#[N:20].[Na+], predict the reaction product.